Dataset: Full USPTO retrosynthesis dataset with 1.9M reactions from patents (1976-2016). Task: Predict the reactants needed to synthesize the given product. (1) Given the product [C:14]([C:11]1[CH:12]=[CH:13][C:8]([NH:7][C:5]([C:4]2[CH:18]=[CH:19][C:20]3[N:21]=[C:34]([C:30]4[C:29]([CH3:36])=[CH:28][C:27]([CH2:26][C:25]([CH3:37])([CH3:38])[C:24]([OH:39])=[O:23])=[CH:32][C:31]=4[CH3:33])[NH:1][C:2]=3[CH:3]=2)=[O:6])=[CH:9][CH:10]=1)([CH3:17])([CH3:16])[CH3:15], predict the reactants needed to synthesize it. The reactants are: [NH2:1][C:2]1[CH:3]=[C:4]([CH:18]=[CH:19][C:20]=1[NH2:21])[C:5]([NH:7][C:8]1[CH:13]=[CH:12][C:11]([C:14]([CH3:17])([CH3:16])[CH3:15])=[CH:10][CH:9]=1)=[O:6].C[O:23][C:24](=[O:39])[C:25]([CH3:38])([CH3:37])[CH2:26][C:27]1[CH:32]=[C:31]([CH3:33])[C:30]([CH:34]=O)=[C:29]([CH3:36])[CH:28]=1. (2) Given the product [F:1][C:2]1[CH:3]=[CH:4][CH:5]=[C:6]2[C:11]=1[N:10]=[C:9]([C:12]1[CH:13]=[CH:14][CH:15]=[CH:16][CH:17]=1)[C:8]([CH2:18][CH:19]1[CH2:24][CH2:23][NH:22][CH2:21][CH2:20]1)=[C:7]2[C:32]([NH:34][C@H:35]([C:38]1[CH:39]=[CH:40][CH:41]=[CH:42][CH:43]=1)[CH2:36][CH3:37])=[O:33], predict the reactants needed to synthesize it. The reactants are: [F:1][C:2]1[CH:3]=[CH:4][CH:5]=[C:6]2[C:11]=1[N:10]=[C:9]([C:12]1[CH:17]=[CH:16][CH:15]=[CH:14][CH:13]=1)[C:8]([CH2:18][CH:19]1[CH2:24][CH2:23][N:22](C(OC(C)(C)C)=O)[CH2:21][CH2:20]1)=[C:7]2[C:32]([NH:34][C@H:35]([C:38]1[CH:43]=[CH:42][CH:41]=[CH:40][CH:39]=1)[CH2:36][CH3:37])=[O:33]. (3) Given the product [CH2:23]([O:7][C:6](=[O:8])[C:5]1[CH:9]=[CH:10][C:2]([Cl:1])=[C:3]([OH:11])[CH:4]=1)[CH3:24], predict the reactants needed to synthesize it. The reactants are: [Cl:1][C:2]1[CH:10]=[CH:9][C:5]([C:6]([OH:8])=[O:7])=[CH:4][C:3]=1[OH:11].S(=O)(=O)(O)O.O.C([O-])(O)=O.[Na+].[CH3:23][CH2:24]O. (4) Given the product [F:20][C:2]([F:1])([F:19])[C:3]1[CH:4]=[C:5]2[C:9](=[CH:10][CH:11]=1)[N:8]([CH2:23][C:24]([C:27]1[CH:28]=[N:29][CH:30]=[CH:31][CH:32]=1)([OH:25])[CH3:26])[C:7]1[CH2:12][C@@H:13]3[N:17]([CH2:18][C:6]2=1)[CH2:16][CH2:15][CH2:14]3, predict the reactants needed to synthesize it. The reactants are: [F:1][C:2]([F:20])([F:19])[C:3]1[CH:4]=[C:5]2[C:9](=[CH:10][CH:11]=1)[NH:8][C:7]1[CH2:12][C@@H:13]3[N:17]([CH2:18][C:6]2=1)[CH2:16][CH2:15][CH2:14]3.[H-].[Na+].[CH3:23][C:24]1([C:27]2[CH:28]=[N:29][CH:30]=[CH:31][CH:32]=2)[CH2:26][O:25]1. (5) The reactants are: [C:1]([O:5][C:6]([NH:8][C@H:9]([C:18]([OH:20])=O)[CH2:10][C:11]1[CH:16]=[CH:15][C:14]([F:17])=[CH:13][CH:12]=1)=[O:7])([CH3:4])([CH3:3])[CH3:2].CCN(C(C)C)C(C)C.Cl.[CH3:31][O:32][C:33]1[CH:34]=[C:35]([C:41]2[C@@H:50]3[C@@H:45]([CH2:46][CH2:47][CH2:48][CH2:49]3)[C:44](=[O:51])[N:43]([CH:52]3[CH2:57][CH2:56][NH:55][CH2:54][CH2:53]3)[N:42]=2)[CH:36]=[CH:37][C:38]=1[O:39][CH3:40].CCOC(C(C#N)=NOC(N1CCOCC1)=[N+](C)C)=O.F[P-](F)(F)(F)(F)F.C(=O)(O)[O-].[Na+]. Given the product [CH3:31][O:32][C:33]1[CH:34]=[C:35]([C:41]2[C@@H:50]3[C@@H:45]([CH2:46][CH2:47][CH2:48][CH2:49]3)[C:44](=[O:51])[N:43]([CH:52]3[CH2:53][CH2:54][N:55]([C:18](=[O:20])[C@@H:9]([NH:8][C:6](=[O:7])[O:5][C:1]([CH3:2])([CH3:3])[CH3:4])[CH2:10][C:11]4[CH:12]=[CH:13][C:14]([F:17])=[CH:15][CH:16]=4)[CH2:56][CH2:57]3)[N:42]=2)[CH:36]=[CH:37][C:38]=1[O:39][CH3:40], predict the reactants needed to synthesize it. (6) Given the product [CH3:39][O:38][CH2:37][C:26]1[CH:25]=[C:24]([C:22]2[O:21][N:20]=[C:19]([C:17]3[CH:16]=[CH:15][C:3]([CH2:4][N:5]([CH3:14])[CH2:6][C:7]([OH:9])=[O:8])=[CH:2][C:18]=3[Cl:40])[N:23]=2)[CH:29]=[CH:28][C:27]=1[C:30]1[CH:35]=[CH:34][CH:33]=[CH:32][C:31]=1[CH3:36], predict the reactants needed to synthesize it. The reactants are: Cl[C:2]1[CH:18]=[C:17]([C:19]2[N:23]=[C:22]([C:24]3[CH:29]=[CH:28][C:27]([C:30]4[CH:35]=[CH:34][CH:33]=[CH:32][C:31]=4[CH3:36])=[C:26]([CH2:37][O:38][CH3:39])[CH:25]=3)[O:21][N:20]=2)[CH:16]=[CH:15][C:3]=1[CH2:4][N:5]([CH3:14])[CH2:6][C:7]([O:9]C(C)(C)C)=[O:8].[ClH:40]. (7) Given the product [OH:20][C:13]1[C:14]2[NH:15][C:16](=[O:19])[S:17][C:18]=2[C:10]([CH2:9][CH2:8][N:7]([CH:24]([CH3:26])[CH:23]=[O:22])[C:34](=[O:35])[O:36][CH2:37][C:38]2[CH:43]=[CH:42][CH:41]=[CH:40][CH:39]=2)=[CH:11][CH:12]=1, predict the reactants needed to synthesize it. The reactants are: C(=O)(O)[O-].[Na+].Br.[NH2:7][CH2:8][CH2:9][C:10]1[C:18]2[S:17][C:16](=[O:19])[NH:15][C:14]=2[C:13]([OH:20])=[CH:12][CH:11]=1.C[O:22][CH:23](OC)[C:24]([CH3:26])=O.C([BH3-])#N.[Na+].Cl[C:34]([O:36][CH2:37][C:38]1[CH:43]=[CH:42][CH:41]=[CH:40][CH:39]=1)=[O:35].